This data is from Catalyst prediction with 721,799 reactions and 888 catalyst types from USPTO. The task is: Predict which catalyst facilitates the given reaction. (1) Reactant: [F:1][C:2]1[CH:7]=[CH:6][C:5]([C:8]2[N:12]([CH2:13][C:14]([F:17])([F:16])[F:15])[N:11]=[C:10]([C:18]([O:20]CC)=[O:19])[CH:9]=2)=[CH:4][CH:3]=1.O.[OH-].[Li+].O.Cl. Product: [F:1][C:2]1[CH:7]=[CH:6][C:5]([C:8]2[N:12]([CH2:13][C:14]([F:17])([F:15])[F:16])[N:11]=[C:10]([C:18]([OH:20])=[O:19])[CH:9]=2)=[CH:4][CH:3]=1. The catalyst class is: 36. (2) Reactant: [OH:1][C@H:2]1[C@H:7]([OH:8])[C@@H:6]([OH:9])[C@H:5]([OH:10])[O:4][C@@H:3]1[C:11]([OH:13])=[O:12].CCCC[N+](CCCC)(CCCC)CCCC.[F-].C1COCC1.Br[CH2:38][C:39]1[CH:44]=[CH:43][CH:42]=[CH:41][CH:40]=1. Product: [OH:1][C@H:2]1[C@H:7]([OH:8])[C@@H:6]([OH:9])[C@H:5]([OH:10])[O:4][C@@H:3]1[C:11]([O:13][CH2:38][C:39]1[CH:44]=[CH:43][CH:42]=[CH:41][CH:40]=1)=[O:12]. The catalyst class is: 3. (3) Reactant: [OH-:1].[Na+].[ClH:3].[NH2:4]O.[Cl:6][C:7]1[CH:12]=[CH:11][CH:10]=[C:9]([Cl:13])[C:8]=1[CH2:14][CH:15]=O. Product: [Cl:6][C:7]1[CH:12]=[CH:11][CH:10]=[C:9]([Cl:13])[C:8]=1[CH2:14][C:15]([Cl:3])=[N:4][OH:1]. The catalyst class is: 97. (4) Reactant: [CH3:1][O:2][C:3]1[CH:4]=[C:5]2[C:10](=[O:11])[O:9][C:7](=O)[C:6]2=[CH:12][C:13]=1[O:14][CH3:15].[CH3:16][C:17]1([CH3:37])[CH:21]([C:22]2[CH:27]=[CH:26][C:25]([CH3:28])=[CH:24][CH:23]=2)[C:20]2[C:29]([CH3:36])=[C:30]([NH2:35])[C:31]([CH3:34])=[C:32]([CH3:33])[C:19]=2[O:18]1.C(N=C=NCCCN(C)C)C.ON1C2C=CC=CC=2N=N1. Product: [CH3:15][O:14][C:13]1[CH:12]=[C:6]2[C:5](=[CH:4][C:3]=1[O:2][CH3:1])[C:10](=[O:11])[N:35]([C:30]1[C:31]([CH3:34])=[C:32]([CH3:33])[C:19]3[O:18][C:17]([CH3:37])([CH3:16])[CH:21]([C:22]4[CH:27]=[CH:26][C:25]([CH3:28])=[CH:24][CH:23]=4)[C:20]=3[C:29]=1[CH3:36])[C:7]2=[O:9]. The catalyst class is: 30. (5) Reactant: [CH3:1][O:2][C:3]1[CH:8]=[CH:7][C:6]([C:9]2([N:19]([CH3:21])[CH3:20])[CH2:18][CH2:17][C:12]3(OCC[O:13]3)[CH2:11][CH2:10]2)=[CH:5][CH:4]=1.OS(O)(=O)=O. Product: [CH3:20][N:19]([CH3:21])[C:9]1([C:6]2[CH:5]=[CH:4][C:3]([O:2][CH3:1])=[CH:8][CH:7]=2)[CH2:18][CH2:17][C:12](=[O:13])[CH2:11][CH2:10]1. The catalyst class is: 28. (6) Reactant: C(OC([N:8]1[CH2:13][CH2:12][CH:11]([NH:14][C:15]([C:17]2[CH:40]=[CH:39][C:20]3[N:21]([CH2:35][CH2:36][O:37][CH3:38])[C:22]([NH:24][C:25]4[S:26][C:27]5[CH:33]=[C:32]([Cl:34])[CH:31]=[CH:30][C:28]=5[N:29]=4)=[N:23][C:19]=3[CH:18]=2)=[O:16])[CH2:10][CH2:9]1)=O)(C)(C)C. Product: [ClH:34].[ClH:34].[NH:8]1[CH2:9][CH2:10][CH:11]([NH:14][C:15]([C:17]2[CH:40]=[CH:39][C:20]3[N:21]([CH2:35][CH2:36][O:37][CH3:38])[C:22]([NH:24][C:25]4[S:26][C:27]5[CH:33]=[C:32]([Cl:34])[CH:31]=[CH:30][C:28]=5[N:29]=4)=[N:23][C:19]=3[CH:18]=2)=[O:16])[CH2:12][CH2:13]1. The catalyst class is: 89. (7) Reactant: [Cl:1][C:2]1[CH:11]=[CH:10][C:5]([C:6]([O:8][CH3:9])=[O:7])=[CH:4][C:3]=1[CH3:12].[Br:13]N1C(=O)CCC1=O.N(C(C)(C)C#N)=NC(C)(C)C#N. Product: [Br:13][CH2:12][C:3]1[CH:4]=[C:5]([CH:10]=[CH:11][C:2]=1[Cl:1])[C:6]([O:8][CH3:9])=[O:7]. The catalyst class is: 53. (8) Reactant: C1C(=NC2C=[C:13](Cl)[C:12]([OH:16])=[C:11]([Cl:17])C=2)C=CC(=O)C=1. Product: [CH3:13][CH:12]([O:16][CH:12]([CH2:11][Cl:17])[CH3:13])[CH2:11][Cl:17]. The catalyst class is: 6.